From a dataset of Forward reaction prediction with 1.9M reactions from USPTO patents (1976-2016). Predict the product of the given reaction. (1) Given the reactants [CH2:1]1[C:3]2([CH2:7][CH:6](CS([O-])(=O)=O)[CH2:5][O:4]2)[CH2:2]1.[OH:13][C:14]1[CH:23]=[C:22]2[C:17]([C:18]([O:24][C:25]3[CH:30]=[CH:29][C:28]([NH:31][C:32]([C:34]4[C:35](=[O:47])[N:36]([C:41]5[CH:46]=[CH:45][CH:44]=[CH:43][CH:42]=5)[N:37]([CH3:40])[C:38]=4[CH3:39])=[O:33])=[CH:27][C:26]=3[F:48])=[CH:19][CH:20]=[N:21]2)=[CH:16][CH:15]=1.C(=O)([O-])[O-].[Cs+].[Cs+], predict the reaction product. The product is: [CH2:2]1[C:3]2([CH2:7][CH:6]([O:13][C:14]3[CH:23]=[C:22]4[C:17]([C:18]([O:24][C:25]5[CH:30]=[CH:29][C:28]([NH:31][C:32]([C:34]6[C:35](=[O:47])[N:36]([C:41]7[CH:42]=[CH:43][CH:44]=[CH:45][CH:46]=7)[N:37]([CH3:40])[C:38]=6[CH3:39])=[O:33])=[CH:27][C:26]=5[F:48])=[CH:19][CH:20]=[N:21]4)=[CH:16][CH:15]=3)[CH2:5][O:4]2)[CH2:1]1. (2) Given the reactants [CH2:1]([NH:3][C:4]([NH:6][C:7]1[CH:12]=[CH:11][C:10]([C:13]2[N:14]=[C:15]([N:23]3[CH2:28][CH2:27][O:26][CH2:25][C@@H:24]3[CH3:29])[C:16]3[CH2:22][NH:21][CH2:20][CH2:19][C:17]=3[N:18]=2)=[CH:9][CH:8]=1)=[O:5])[CH3:2].Cl[C:31]([O:33][CH2:34][CH3:35])=[O:32], predict the reaction product. The product is: [CH2:1]([NH:3][C:4](=[O:5])[NH:6][C:7]1[CH:12]=[CH:11][C:10]([C:13]2[N:14]=[C:15]([N:23]3[CH2:28][CH2:27][O:26][CH2:25][C@@H:24]3[CH3:29])[C:16]3[CH2:22][N:21]([C:31]([O:33][CH2:34][CH3:35])=[O:32])[CH2:20][CH2:19][C:17]=3[N:18]=2)=[CH:9][CH:8]=1)[CH3:2]. (3) Given the reactants [NH:1]1[C:5]2[CH:6]=[CH:7][CH:8]=[CH:9][C:4]=2[N:3]=[C:2]1[C:10]1[CH:22]=[CH:21][CH:20]=[C:19]2[C:11]=1[C:12]1[CH:13]=[CH:14][C:15]([Br:25])=[CH:16][C:17]=1[C:18]2=[N:23]O.C(O)C.C(O)(=O)C, predict the reaction product. The product is: [NH:1]1[C:5]2[CH:6]=[CH:7][CH:8]=[CH:9][C:4]=2[N:3]=[C:2]1[C:10]1[CH:22]=[CH:21][CH:20]=[C:19]2[C:11]=1[C:12]1[CH:13]=[CH:14][C:15]([Br:25])=[CH:16][C:17]=1[CH:18]2[NH2:23]. (4) Given the reactants [H-].[Na+].[O:3]=[C:4]1[CH:9]([C:10]([O:12][CH2:13][CH3:14])=[O:11])[CH2:8][CH2:7][N:6]([C:15]([O:17][C:18]([CH3:21])([CH3:20])[CH3:19])=[O:16])[CH2:5]1.[F:22][C:23]([F:36])([F:35])[S:24](O[S:24]([C:23]([F:36])([F:35])[F:22])(=[O:26])=[O:25])(=[O:26])=[O:25], predict the reaction product. The product is: [F:22][C:23]([F:36])([F:35])[S:24]([O:3][C:4]1[CH2:5][N:6]([C:15]([O:17][C:18]([CH3:20])([CH3:19])[CH3:21])=[O:16])[CH2:7][CH2:8][C:9]=1[C:10]([O:12][CH2:13][CH3:14])=[O:11])(=[O:26])=[O:25]. (5) Given the reactants [NH2:1][C:2]1[CH:34]=[CH:33][CH:32]=[CH:31][C:3]=1[C:4]([C:6]1[C:11]([N:12]([CH2:27][O:28][CH3:29])[S:13]([C:16]2[CH:21]=[CH:20][C:19]([Cl:22])=[C:18]([C:23]([F:26])([F:25])[F:24])[CH:17]=2)(=[O:15])=[O:14])=[CH:10][C:9]([Cl:30])=[CH:8][N:7]=1)=[O:5].[CH3:35][S:36](Cl)(=[O:38])=[O:37].Cl.CCCC[N+](CCCC)(CCCC)CCCC.[F-], predict the reaction product. The product is: [Cl:22][C:19]1[CH:20]=[CH:21][C:16]([S:13]([N:12]([C:11]2[C:6]([C:4](=[O:5])[C:3]3[CH:31]=[CH:32][CH:33]=[CH:34][C:2]=3[NH:1][S:36]([CH3:35])(=[O:38])=[O:37])=[N:7][CH:8]=[C:9]([Cl:30])[CH:10]=2)[CH2:27][O:28][CH3:29])(=[O:15])=[O:14])=[CH:17][C:18]=1[C:23]([F:26])([F:25])[F:24]. (6) Given the reactants [Cl:1][C:2]1[CH:3]=[C:4]([C:9]2([C:21]([F:24])([F:23])[F:22])[CH2:13][C:12]3[CH:14]=[C:15]([N+:18]([O-])=O)[CH:16]=[CH:17][C:11]=3[O:10]2)[CH:5]=[C:6]([Cl:8])[CH:7]=1.[H][H], predict the reaction product. The product is: [Cl:1][C:2]1[CH:3]=[C:4]([C:9]2([C:21]([F:23])([F:24])[F:22])[CH2:13][C:12]3[CH:14]=[C:15]([NH2:18])[CH:16]=[CH:17][C:11]=3[O:10]2)[CH:5]=[C:6]([Cl:8])[CH:7]=1. (7) The product is: [NH:1]1[C:9]2[C:4](=[CH:5][CH:6]=[CH:7][CH:8]=2)[CH:3]=[C:2]1[C:10]1[O:11][CH:25]=[N:24][CH:23]=1. Given the reactants [NH:1]1[C:9]2[C:4](=[CH:5][CH:6]=[CH:7][CH:8]=2)[CH:3]=[C:2]1[CH:10]=[O:11].CO.C1(C)C=CC(S([CH2:23][N+:24]#[C-:25])(=O)=O)=CC=1.C(=O)([O-])[O-].[K+].[K+], predict the reaction product.